This data is from Drug-target binding data from BindingDB using IC50 measurements. The task is: Regression. Given a target protein amino acid sequence and a drug SMILES string, predict the binding affinity score between them. We predict pIC50 (pIC50 = -log10(IC50 in M); higher means more potent). Dataset: bindingdb_ic50. (1) The small molecule is CC1(C)CC=C(C#Cc2ccccc2)c2ccc(C3=NOC(c4ccc(C(=O)O)cc4)C3)cc21. The target protein (P18911) has sequence MATNKERLFAPGALGPGSGYPGAGFPFAFPGALRGSPPFEMLSPSFRGLGQPDLPKEMASLSVETQSTSSEEMVPSSPSPPPPPRVYKPCFVCNDKSSGYHYGVSSCEGCKGFFRRSIQKNMVYTCHRDKNCIINKVTRNRCQYCRLQKCFEVGMSKEAVRNDRNKKKKEVKEEGSPDSYELSPQLEELITKVSKAHQETFPSLCQLGKYTTNSSADHRVQLDLGLWDKFSELATKCIIKIVEFAKRLPGFTGLSIADQITLLKAACLDILMLRICTRYTPEQDTMTFSDGLTLNRTQMHNAGFGPLTDLVFAFAGQLLPLEMDDTETGLLSAICLICGDRMDLEEPEKVDKLQEPLLEALRLYARRRRPSQPYMFPRMLMKITDLRGISTKGAERAITLKMEIPGPMPPLIREMLENPEMFEDDSSKPGPHPKASSEDEAPGGQGKRGQSPQPDQGP. The pIC50 is 5.5. (2) The compound is N#Cc1cccc2c(O[C@H]3CC[C@H](NC(=O)c4cccc(F)c4)CC3)ccnc12. The target protein sequence is MEVQLGLGRVYPRPPSKTYRGAFQNLFQSVREVIQNPGPRHPEAASAAPPGASLLLLQQQQQQQQQQQQQQQQQQQQQETSPRQQQQQQGEDGSPQAHRRGPTGYLVLDEEQQPSQPQSALECHPERGCVPEPGAAVAASKGLPQQLPAPPDEDDSAAPSTLSLLGPTFPGLSSCSADLKDILSEASTMQLLQQQQQEAVSEGSSSGRAREASGAPTSSKDNYLGGTSTISDNAKELCKAVSVSMGLGVEALEHLSPGEQLRGDCMYAPLLGVPPAVRPTPCAPLAECKGSLLDDSAGKSTEDTAEYSPFKGGYTKGLEGESLGCSGSAAAGSSGTLELPSTLSLYKSGALDEAAAYQSRDYYNFPLALAGPPPPPPPPHPHARIKLENPLDYGSAWAAAAAQCRYGDLASLHGAGAAGPGSGSPSAAASSSWHTLFTAEEGQLYGPCGGGGGGGGGGGGGGGGGGGGGGGGEAGAVAPYGYTRPPQGLAGQESDFTAPD.... The pIC50 is 8.0.